The task is: Regression/Classification. Given a drug SMILES string, predict its absorption, distribution, metabolism, or excretion properties. Task type varies by dataset: regression for continuous measurements (e.g., permeability, clearance, half-life) or binary classification for categorical outcomes (e.g., BBB penetration, CYP inhibition). Dataset: cyp1a2_veith.. This data is from CYP1A2 inhibition data for predicting drug metabolism from PubChem BioAssay. (1) The molecule is CCC/C=C(\CCC)C(NC(=O)c1ccco1)c1ccc(C(=O)OC)cc1. The result is 1 (inhibitor). (2) The molecule is CC(C)(CN)CN. The result is 0 (non-inhibitor). (3) The drug is Cc1ccccc1-c1cc(NCc2cccnc2)ncn1. The result is 1 (inhibitor). (4) The compound is C[N+]1(C)CCC[C@@H](OC(=O)C(O)(c2ccccc2)c2ccccc2)C1. The result is 0 (non-inhibitor). (5) The compound is CS(=O)(=O)c1ccc(CNC(=O)[C@H]2C[C@@H]2[C@H](NP(=O)(c2ccccc2)c2ccccc2)c2ccccc2)cc1. The result is 0 (non-inhibitor). (6) The drug is COc1ccccc1CN1CC2(CCN(C(=O)c3cnccn3)CC2)C1. The result is 0 (non-inhibitor).